This data is from Catalyst prediction with 721,799 reactions and 888 catalyst types from USPTO. The task is: Predict which catalyst facilitates the given reaction. (1) Product: [Br:1][CH2:20][C:19]([C:18]1[CH:17]=[N:16][N:14]2[CH:15]=[C:10]([C:7]3[CH:6]=[CH:5][C:4]([F:3])=[CH:9][CH:8]=3)[CH:11]=[CH:12][C:13]=12)=[O:21]. The catalyst class is: 52. Reactant: [Br:1]Br.[F:3][C:4]1[CH:9]=[CH:8][C:7]([C:10]2[CH:11]=[CH:12][C:13]3[N:14]([N:16]=[CH:17][C:18]=3[C:19](=[O:21])[CH3:20])[CH:15]=2)=[CH:6][CH:5]=1.Br.ClCCl. (2) Reactant: C(OC([N:11]1[CH2:15][C:14](=[O:16])[N:13]=[C:12]1[NH:17][CH2:18][C:19]1[CH:24]=[CH:23][C:22]([F:25])=[CH:21][C:20]=1[Cl:26])=O)C1C=CC=CC=1.[N:27]1[C:36]2[C:31](=[N:32][C:33]([CH:37]=O)=[CH:34][CH:35]=2)[CH:30]=[CH:29][CH:28]=1.N1CCCCC1. Product: [Cl:26][C:20]1[CH:21]=[C:22]([F:25])[CH:23]=[CH:24][C:19]=1[CH2:18][NH:17][C:12]1[NH:11][C:15](=[CH:37][C:33]2[CH:34]=[CH:35][C:36]3[C:31](=[CH:30][CH:29]=[CH:28][N:27]=3)[N:32]=2)[C:14](=[O:16])[N:13]=1. The catalyst class is: 41. (3) Reactant: [N:1]1[CH:6]=[CH:5][CH:4]=[C:3]([CH:7]2[CH2:12][C:11](=O)[CH2:10][CH2:9][O:8]2)[CH:2]=1.Cl.[NH2:15][OH:16]. Product: [N:1]1[CH:6]=[CH:5][CH:4]=[C:3]([CH:7]2[CH2:12][C:11](=[N:15][OH:16])[CH2:10][CH2:9][O:8]2)[CH:2]=1. The catalyst class is: 17. (4) Reactant: [C:1]([C:3]1[CH:8]=[CH:7][C:6]([C:9]2[N:13]3[N:14]=[C:15]([C:18]4[CH:38]=[CH:37][C:21]([C:22]([N:24]5[CH2:29][CH2:28][N:27](C(OC(C)(C)C)=O)[CH2:26][CH2:25]5)=[O:23])=[CH:20][CH:19]=4)[CH:16]=[CH:17][C:12]3=[N:11][CH:10]=2)=[CH:5][CH:4]=1)#[N:2].C(O)(C(F)(F)F)=O. Product: [N:24]1([C:22]([C:21]2[CH:37]=[CH:38][C:18]([C:15]3[CH:16]=[CH:17][C:12]4[N:13]([C:9]([C:6]5[CH:5]=[CH:4][C:3]([C:1]#[N:2])=[CH:8][CH:7]=5)=[CH:10][N:11]=4)[N:14]=3)=[CH:19][CH:20]=2)=[O:23])[CH2:29][CH2:28][NH:27][CH2:26][CH2:25]1. The catalyst class is: 2. (5) Reactant: [CH3:1][O:2][C:3]1[CH:8]=[C:7]([CH3:9])[CH:6]=[CH:5][C:4]=1[OH:10].C([O-])([O-])=O.[K+].[K+].[CH2:17](Br)[C:18]1[CH:23]=[CH:22][CH:21]=[CH:20][CH:19]=1. Product: [CH2:17]([O:10][C:4]1[CH:5]=[CH:6][C:7]([CH3:9])=[CH:8][C:3]=1[O:2][CH3:1])[C:18]1[CH:23]=[CH:22][CH:21]=[CH:20][CH:19]=1. The catalyst class is: 23. (6) The catalyst class is: 20. Product: [CH3:1][N:2]1[C:10]2[C:5](=[CH:6][CH:7]=[CH:8][CH:9]=2)[C:4]([CH:11]2[CH2:13][CH:12]2[CH2:14][OH:15])=[N:3]1. Reactant: [CH3:1][N:2]1[C:10]2[C:5](=[CH:6][CH:7]=[CH:8][CH:9]=2)[C:4]([CH:11]2[CH2:13][CH:12]2[C:14](OCC)=[O:15])=[N:3]1.[H-].[H-].[H-].[H-].[Li+].[Al+3].[OH-].[Na+].S([O-])([O-])(=O)=O.[Na+].[Na+]. (7) Reactant: [C:1]([O-])([O-])=O.[K+].[K+].[Br:7][C:8]1[C:9]([CH3:18])=[C:10]([CH:14]=[C:15]([F:17])[CH:16]=1)[C:11]([OH:13])=[O:12].IC. Product: [Br:7][C:8]1[C:9]([CH3:18])=[C:10]([CH:14]=[C:15]([F:17])[CH:16]=1)[C:11]([O:13][CH3:1])=[O:12]. The catalyst class is: 31. (8) Reactant: [CH3:1][NH:2][C:3]1[C:8]([NH2:9])=[CH:7][C:6]([C:10]([F:13])([F:12])[F:11])=[CH:5][N:4]=1.[C:14]([C:16]1[CH:24]=[N:23][CH:22]=[CH:21][C:17]=1[C:18](O)=O)#[CH:15].CCN=C=NCCCN(C)C.N1C=CC=CC=1. Product: [C:14]([C:16]1[CH:24]=[N:23][CH:22]=[CH:21][C:17]=1[C:18]1[N:2]([CH3:1])[C:3]2=[N:4][CH:5]=[C:6]([C:10]([F:11])([F:12])[F:13])[CH:7]=[C:8]2[N:9]=1)#[CH:15]. The catalyst class is: 6. (9) Reactant: [OH-].[Na+].[OH:3][C:4]1[CH:9]=[CH:8][CH:7]=[CH:6][C:5]=1[CH2:10][CH2:11][C:12]([NH:14][CH2:15][CH2:16][CH2:17][N:18]1[CH2:23][CH2:22][O:21][CH2:20][CH2:19]1)=[O:13].Br[CH2:25][CH2:26][CH2:27][CH2:28][CH2:29][CH2:30][CH2:31][CH2:32][CH2:33][CH2:34][CH2:35][CH2:36][CH2:37][CH2:38][CH2:39][CH2:40][CH2:41][CH3:42].Cl. Product: [O:21]1[CH2:22][CH2:23][N:18]([CH2:17][CH2:16][CH2:15][NH:14][C:12](=[O:13])[CH2:11][CH2:10][C:5]2[CH:6]=[CH:7][CH:8]=[CH:9][C:4]=2[O:3][CH2:42][CH2:41][CH2:40][CH2:39][CH2:38][CH2:37][CH2:36][CH2:35][CH2:34][CH2:33][CH2:32][CH2:31][CH2:30][CH2:29][CH2:28][CH2:27][CH2:26][CH3:25])[CH2:19][CH2:20]1. The catalyst class is: 58.